This data is from Full USPTO retrosynthesis dataset with 1.9M reactions from patents (1976-2016). The task is: Predict the reactants needed to synthesize the given product. (1) Given the product [C:44]([O:47][C:48]([N:1]([C:48]([O:47][C:44]([CH3:46])([CH3:45])[CH3:43])=[O:49])[C:2]1[CH:3]=[N:4][CH:5]=[CH:6][C:7]=1[C@H:8]1[O:13][C@H:12]([CH2:14][CH2:15][C:16]([O:18][CH2:19][CH3:20])=[O:17])[C@@H:11]([O:21][Si:22]([CH:26]([CH3:27])[CH3:28])([CH:23]([CH3:24])[CH3:25])[CH:29]([CH3:31])[CH3:30])[C@H:10]([O:32][Si:33]([CH:34]([CH3:36])[CH3:35])([CH:37]([CH3:39])[CH3:38])[CH:40]([CH3:41])[CH3:42])[CH2:9]1)=[O:49])([CH3:46])([CH3:45])[CH3:43], predict the reactants needed to synthesize it. The reactants are: [NH2:1][C:2]1[CH:3]=[N:4][CH:5]=[CH:6][C:7]=1[C@H:8]1[O:13][C@H:12]([CH2:14][CH2:15][C:16]([O:18][CH2:19][CH3:20])=[O:17])[C@@H:11]([O:21][Si:22]([CH:29]([CH3:31])[CH3:30])([CH:26]([CH3:28])[CH3:27])[CH:23]([CH3:25])[CH3:24])[C@H:10]([O:32][Si:33]([CH:40]([CH3:42])[CH3:41])([CH:37]([CH3:39])[CH3:38])[CH:34]([CH3:36])[CH3:35])[CH2:9]1.[CH3:43][C:44]([O:47][C:48](O[C:48]([O:47][C:44]([CH3:46])([CH3:45])[CH3:43])=[O:49])=[O:49])([CH3:46])[CH3:45]. (2) Given the product [F:9][C:6]1[CH:7]=[CH:8][C:3]([C:1]2[N:10]=[N:11][N:12]([CH3:18])[CH:2]=2)=[CH:4][CH:5]=1, predict the reactants needed to synthesize it. The reactants are: [C:1]([C:3]1[CH:8]=[CH:7][C:6]([F:9])=[CH:5][CH:4]=1)#[CH:2].[N-:10]=[N+:11]=[N-:12].[Na+].IC.[Na].O=[C:18]1O[C@H]([C@H](CO)O)C(O)=C1O.